From a dataset of Catalyst prediction with 721,799 reactions and 888 catalyst types from USPTO. Predict which catalyst facilitates the given reaction. (1) Product: [OH:17][CH2:18][CH2:19][O:1][C:2]1[CH:3]=[C:4]([CH:7]=[CH:8][CH:9]=1)[CH:5]=[O:6]. The catalyst class is: 3. Reactant: [OH:1][C:2]1[CH:3]=[C:4]([CH:7]=[CH:8][CH:9]=1)[CH:5]=[O:6].C([O-])([O-])=O.[K+].[K+].C1(=O)O[CH2:19][CH2:18][O:17]1. (2) Reactant: [F:1][C:2]1[CH:3]=[C:4]([NH2:12])[C:5](=[CH:9][C:10]=1[F:11])[C:6]([OH:8])=[O:7].C(O)(=O)C.C(O[C:20]1(O[Si](C)(C)C)[CH2:22][CH2:21]1)C.C([BH3-])#N.[Na+]. Product: [CH:20]1([NH:12][C:4]2[CH:3]=[C:2]([F:1])[C:10]([F:11])=[CH:9][C:5]=2[C:6]([OH:8])=[O:7])[CH2:22][CH2:21]1. The catalyst class is: 125. (3) Reactant: [CH3:1][CH:2]([C:4]1[CH:13]=[CH:12][C:7]([C:8](OC)=[O:9])=[CH:6][CH:5]=1)[CH3:3].O.[NH2:15][NH2:16].C1(C)C=CC=CC=1.C(=O)([O-])O.[Na+]. Product: [CH3:1][CH:2]([C:4]1[CH:13]=[CH:12][C:7]([C:8]([NH:15][NH2:16])=[O:9])=[CH:6][CH:5]=1)[CH3:3]. The catalyst class is: 5.